Dataset: Catalyst prediction with 721,799 reactions and 888 catalyst types from USPTO. Task: Predict which catalyst facilitates the given reaction. (1) Reactant: [C:1]1(=[O:8])[O:7][C:5](=[O:6])[CH2:4][CH2:3][CH2:2]1.[C:9]([N:12]1[CH2:17][CH2:16][NH:15][CH2:14][CH2:13]1)(=[O:11])[CH3:10]. Product: [C:9]([N:12]1[CH2:17][CH2:16][N:15]([C:5](=[O:6])[CH2:4][CH2:3][CH2:2][C:1]([OH:7])=[O:8])[CH2:14][CH2:13]1)(=[O:11])[CH3:10]. The catalyst class is: 4. (2) Reactant: [O:1]=[C:2]([CH2:10][CH2:11][CH2:12][CH2:13][C:14]1[CH:23]=[CH:22][C:21]2[CH2:20][CH2:19][CH2:18][NH:17][C:16]=2[N:15]=1)[CH2:3]P(=O)(OC)OC.[F:24][C:25]([F:35])([F:34])[C:26]1[N:31]=[CH:30][C:29]([CH:32]=O)=[CH:28][N:27]=1.CC([O-])(C)C.[K+]. Product: [N:15]1[C:16]2[NH:17][CH2:18][CH2:19][CH2:20][C:21]=2[CH:22]=[CH:23][C:14]=1[CH2:13][CH2:12][CH2:11][CH2:10][C:2](=[O:1])/[CH:3]=[CH:32]/[C:29]1[CH:30]=[N:31][C:26]([C:25]([F:35])([F:24])[F:34])=[N:27][CH:28]=1. The catalyst class is: 1. (3) Reactant: O=C1C2C(=CC=CC=2)C(=O)[N:3]1[O:12][CH2:13][CH2:14][NH:15][C:16]([NH:18][C:19](=[O:25])[O:20][C:21]([CH3:24])([CH3:23])[CH3:22])=[O:17].C(Cl)Cl.O.NN. Product: [NH2:3][O:12][CH2:13][CH2:14][NH:15][C:16]([NH:18][C:19](=[O:25])[O:20][C:21]([CH3:23])([CH3:22])[CH3:24])=[O:17]. The catalyst class is: 8. (4) Reactant: [Cl:1][C:2]1[CH:3]=[C:4]([CH2:24][C:25]([O:27][CH2:28][CH3:29])=[O:26])[CH:5]=[C:6]([C:14]2[CH:19]=[CH:18][C:17]([C:20]([F:23])([F:22])[F:21])=[CH:16][CH:15]=2)[C:7]=1[O:8][CH2:9][C:10]([F:13])([F:12])[F:11].[H-].[Na+].[CH:32]1(Br)[CH2:36][CH2:35][CH2:34][CH2:33]1.[NH4+].[Cl-]. Product: [Cl:1][C:2]1[CH:3]=[C:4]([CH:24]([CH:32]2[CH2:36][CH2:35][CH2:34][CH2:33]2)[C:25]([O:27][CH2:28][CH3:29])=[O:26])[CH:5]=[C:6]([C:14]2[CH:15]=[CH:16][C:17]([C:20]([F:21])([F:22])[F:23])=[CH:18][CH:19]=2)[C:7]=1[O:8][CH2:9][C:10]([F:13])([F:12])[F:11]. The catalyst class is: 3.